This data is from Reaction yield outcomes from USPTO patents with 853,638 reactions. The task is: Predict the reaction yield, written as a fraction of the theoretical maximum amount of product (1.0 means a 100% yield; for example, 0.34 means a 34% yield). The reactants are [F:1][C:2]1[CH:9]=[C:8]([I:10])[CH:7]=[CH:6][C:3]=1[CH2:4]Br.O.[C-:12]#[N:13].[Na+]. The catalyst is C(O)C. The product is [F:1][C:2]1[CH:9]=[C:8]([I:10])[CH:7]=[CH:6][C:3]=1[CH2:4][C:12]#[N:13]. The yield is 0.960.